From a dataset of Reaction yield outcomes from USPTO patents with 853,638 reactions. Predict the reaction yield, written as a fraction of the theoretical maximum amount of product (1.0 means a 100% yield; for example, 0.34 means a 34% yield). (1) The reactants are CS(C)=O.C(Cl)(=O)C(Cl)=O.[OH:11][CH:12]1[C:16]2[N:17]=[CH:18][N:19]=[C:20]([N:21]3[CH2:26][CH2:25][N:24]([C:27]([O:29][C:30]([CH3:33])([CH3:32])[CH3:31])=[O:28])[CH2:23][CH2:22]3)[C:15]=2[C@H:14]([CH3:34])[CH2:13]1.C(N(CC)CC)C. The catalyst is C(Cl)Cl.CCOC(C)=O.O. The product is [CH3:34][C@H:14]1[C:15]2[C:20]([N:21]3[CH2:26][CH2:25][N:24]([C:27]([O:29][C:30]([CH3:33])([CH3:32])[CH3:31])=[O:28])[CH2:23][CH2:22]3)=[N:19][CH:18]=[N:17][C:16]=2[C:12](=[O:11])[CH2:13]1. The yield is 0.823. (2) The product is [F:1][C:2]1[CH:7]=[CH:6][CH:5]=[CH:4][C:3]=1[C:8]1[C:9]2[CH:19]=[CH:18][C:17](=[O:20])[N:16]([CH3:24])[C:10]=2[N:11]=[C:12]([S:14][CH3:15])[N:13]=1. The reactants are [F:1][C:2]1[CH:7]=[CH:6][CH:5]=[CH:4][C:3]=1[C:8]1[C:9]2[CH:19]=[CH:18][C:17](=[O:20])[NH:16][C:10]=2[N:11]=[C:12]([S:14][CH3:15])[N:13]=1.[H-].[Na+].I[CH3:24]. The catalyst is C1COCC1. The yield is 0.920. (3) The reactants are C(N1C=CN=C1)([N:3]1C=CN=C1)=O.[C:13]([O:17][C:18]([N:20]1[CH:26]([C:27]([OH:29])=O)[CH2:25][C:22]2([CH2:24][CH2:23]2)[CH2:21]1)=[O:19])([CH3:16])([CH3:15])[CH3:14].N. The catalyst is CN(C=O)C. The product is [C:27]([CH:26]1[CH2:25][C:22]2([CH2:24][CH2:23]2)[CH2:21][N:20]1[C:18]([O:17][C:13]([CH3:16])([CH3:15])[CH3:14])=[O:19])(=[O:29])[NH2:3]. The yield is 0.480. (4) The reactants are Br[C:2]1[CH:7]=[CH:6][C:5]([CH2:8][C:9]([NH:11][C:12]2[CH:17]=[CH:16][C:15]([CH2:18][C:19]([CH3:30])([CH3:29])[CH2:20][O:21][Si:22]([C:25]([CH3:28])([CH3:27])[CH3:26])([CH3:24])[CH3:23])=[C:14]([C:31]([F:34])([F:33])[F:32])[CH:13]=2)=[O:10])=[CH:4][C:3]=1[F:35].[CH2:36]([O:38][C:39]1[C:40]([O:54][CH2:55][C:56]2[CH:61]=[CH:60][C:59]([O:62][CH3:63])=[CH:58][CH:57]=2)=[N:41][CH:42]=[C:43](B2OC(C)(C)C(C)(C)O2)[CH:44]=1)[CH3:37].C([O-])([O-])=O.[Cs+].[Cs+]. The catalyst is O1CCOCC1.O.C1C=CC(P(C2C=CC=CC=2)[C-]2C=CC=C2)=CC=1.C1C=CC(P(C2C=CC=CC=2)[C-]2C=CC=C2)=CC=1.Cl[Pd]Cl.[Fe+2]. The product is [Si:22]([O:21][CH2:20][C:19]([CH3:30])([CH3:29])[CH2:18][C:15]1[CH:16]=[CH:17][C:12]([NH:11][C:9](=[O:10])[CH2:8][C:5]2[CH:6]=[CH:7][C:2]([C:43]3[CH:42]=[N:41][C:40]([O:54][CH2:55][C:56]4[CH:57]=[CH:58][C:59]([O:62][CH3:63])=[CH:60][CH:61]=4)=[C:39]([O:38][CH2:36][CH3:37])[CH:44]=3)=[C:3]([F:35])[CH:4]=2)=[CH:13][C:14]=1[C:31]([F:34])([F:33])[F:32])([C:25]([CH3:28])([CH3:27])[CH3:26])([CH3:24])[CH3:23]. The yield is 0.800. (5) The reactants are O[C@H:2]1[CH2:7][CH2:6][C@H:5]([NH:8][C:9]([O:11][C:12]([CH3:15])([CH3:14])[CH3:13])=[O:10])[CH:4]=[CH:3]1.C1(P(C2C=CC=CC=2)C2C=CC=CC=2)C=CC=CC=1.[Cl:35]C(Cl)(Cl)C(C(Cl)(Cl)Cl)=O. No catalyst specified. The product is [C:12]([O:11][C:9]([NH:8][C@H:5]1[CH2:6][CH2:7][C@@H:2]([Cl:35])[CH:3]=[CH:4]1)=[O:10])([CH3:15])([CH3:14])[CH3:13]. The yield is 0.620. (6) The reactants are [Cl:1][C:2]1[CH:7]=[CH:6][C:5](I)=[CH:4][N:3]=1.[F:9][C:10]1[CH:15]=[CH:14][CH:13]=[CH:12][C:11]=1[SH:16].C(=O)([O-])[O-].[K+].[K+].C(O)CO. The product is [Cl:1][C:2]1[CH:7]=[CH:6][C:5]([S:16][C:11]2[CH:12]=[CH:13][CH:14]=[CH:15][C:10]=2[F:9])=[CH:4][N:3]=1. The yield is 0.670. The catalyst is [Cu]I.O.C(O)(C)C.